From a dataset of Full USPTO retrosynthesis dataset with 1.9M reactions from patents (1976-2016). Predict the reactants needed to synthesize the given product. (1) Given the product [S:1]1[C:5]2[CH:6]=[CH:7][CH:8]=[CH:9][C:4]=2[N:3]=[C:2]1[O:10][C:11]1[CH:24]=[CH:23][C:14]([CH2:15][N:16]2[CH2:17][CH2:18][CH:19]([NH:22][C:58](=[O:57])[CH2:59][OH:60])[CH2:20][CH2:21]2)=[CH:13][CH:12]=1, predict the reactants needed to synthesize it. The reactants are: [S:1]1[C:5]2[CH:6]=[CH:7][CH:8]=[CH:9][C:4]=2[N:3]=[C:2]1[O:10][C:11]1[CH:24]=[CH:23][C:14]([CH2:15][N:16]2[CH2:21][CH2:20][CH:19]([NH2:22])[CH2:18][CH2:17]2)=[CH:13][CH:12]=1.C(OC(=O)NC1CCN(CC2C=CC(OC3SC4C=CC=CC=4N=3)=CC=2)CC1)(C)(C)C.Cl.[O:57]1CC[O:60][CH2:59][CH2:58]1. (2) Given the product [CH3:30][N:26]1[CH:27]=[CH:28][CH:29]=[C:24]([N:17]2[CH2:16][CH2:15][C:12]3([C:11](=[O:20])[N:10]([C:7]4[CH:8]=[CH:9][C:4]([O:3][C:2]([F:1])([F:21])[F:22])=[CH:5][CH:6]=4)[CH2:14][CH2:13]3)[CH2:19][CH2:18]2)[C:25]1=[O:31], predict the reactants needed to synthesize it. The reactants are: [F:1][C:2]([F:22])([F:21])[O:3][C:4]1[CH:9]=[CH:8][C:7]([N:10]2[CH2:14][CH2:13][C:12]3([CH2:19][CH2:18][NH:17][CH2:16][CH2:15]3)[C:11]2=[O:20])=[CH:6][CH:5]=1.Br[C:24]1[C:25](=[O:31])[N:26]([CH3:30])[CH:27]=[CH:28][CH:29]=1. (3) Given the product [Br:1][C:2]1[C:6]2[CH2:7][N:8]([C:11](=[O:13])[CH3:12])[CH2:9][CH2:10][C:5]=2[N:4]([CH:26]2[CH2:27][CH2:28][CH2:29][CH2:30][O:25]2)[N:3]=1, predict the reactants needed to synthesize it. The reactants are: [Br:1][C:2]1[C:6]2[CH2:7][N:8]([C:11](=[O:13])[CH3:12])[CH2:9][CH2:10][C:5]=2[NH:4][N:3]=1.C1(C)C=CC(S(O)(=O)=O)=CC=1.[O:25]1[CH:30]=[CH:29][CH2:28][CH2:27][CH2:26]1. (4) Given the product [CH2:1]([NH:8][S:16]([C:12]1[CH:13]=[CH:14][CH:15]=[C:10]([Br:9])[CH:11]=1)(=[O:18])=[O:17])[C:2]1[CH:7]=[CH:6][CH:5]=[CH:4][CH:3]=1, predict the reactants needed to synthesize it. The reactants are: [CH2:1]([NH2:8])[C:2]1[CH:7]=[CH:6][CH:5]=[CH:4][CH:3]=1.[Br:9][C:10]1[CH:11]=[C:12]([S:16](Cl)(=[O:18])=[O:17])[CH:13]=[CH:14][CH:15]=1.O. (5) Given the product [NH2:1][C:2]1([C:6]2[CH:11]=[CH:10][C:9]([C:12]3[N:13]=[C:14]4[C:19]([CH3:20])=[C:18]([CH3:21])[C:17]([C:22]([NH2:35])=[O:24])=[N:16][N:15]4[C:26]=3[C:27]3[CH:32]=[CH:31][CH:30]=[CH:29][CH:28]=3)=[CH:8][CH:7]=2)[CH2:3][CH2:4][CH2:5]1, predict the reactants needed to synthesize it. The reactants are: [NH2:1][C:2]1([C:6]2[CH:11]=[CH:10][C:9]([C:12]3[N:13]=[C:14]4[C:19]([CH3:20])=[C:18]([CH3:21])[C:17]([C:22]([O:24]C)=O)=[N:16][N:15]4[C:26]=3[C:27]3[CH:32]=[CH:31][CH:30]=[CH:29][CH:28]=3)=[CH:8][CH:7]=2)[CH2:5][CH2:4][CH2:3]1.CO.[NH3:35].